This data is from Peptide-MHC class I binding affinity with 185,985 pairs from IEDB/IMGT. The task is: Regression. Given a peptide amino acid sequence and an MHC pseudo amino acid sequence, predict their binding affinity value. This is MHC class I binding data. (1) The peptide sequence is IMLTNPSTL. The MHC is H-2-Db with pseudo-sequence H-2-Db. The binding affinity (normalized) is 0.660. (2) The peptide sequence is RVHGATVFK. The MHC is HLA-A24:02 with pseudo-sequence HLA-A24:02. The binding affinity (normalized) is 0.0847. (3) The peptide sequence is RMVLASTTAK. The MHC is HLA-A31:01 with pseudo-sequence HLA-A31:01. The binding affinity (normalized) is 0.333. (4) The peptide sequence is NHYLCLNCL. The MHC is HLA-A31:01 with pseudo-sequence HLA-A31:01. The binding affinity (normalized) is 0.0847. (5) The peptide sequence is KQNPDIVIY. The MHC is HLA-B57:01 with pseudo-sequence HLA-B57:01. The binding affinity (normalized) is 0.00971. (6) The peptide sequence is IFRSDTLYL. The MHC is HLA-A26:01 with pseudo-sequence HLA-A26:01. The binding affinity (normalized) is 0. (7) The peptide sequence is FEADPLSPQ. The MHC is HLA-A69:01 with pseudo-sequence HLA-A69:01. The binding affinity (normalized) is 0.0847.